This data is from NCI-60 drug combinations with 297,098 pairs across 59 cell lines. The task is: Regression. Given two drug SMILES strings and cell line genomic features, predict the synergy score measuring deviation from expected non-interaction effect. (1) Drug 1: CC1C(C(CC(O1)OC2CC(CC3=C2C(=C4C(=C3O)C(=O)C5=C(C4=O)C(=CC=C5)OC)O)(C(=O)CO)O)N)O.Cl. Drug 2: C1CCC(CC1)NC(=O)N(CCCl)N=O. Cell line: NCI/ADR-RES. Synergy scores: CSS=-4.04, Synergy_ZIP=2.98, Synergy_Bliss=4.73, Synergy_Loewe=-2.35, Synergy_HSA=-1.69. (2) Drug 1: CC1OCC2C(O1)C(C(C(O2)OC3C4COC(=O)C4C(C5=CC6=C(C=C35)OCO6)C7=CC(=C(C(=C7)OC)O)OC)O)O. Drug 2: C1CCC(CC1)NC(=O)N(CCCl)N=O. Cell line: OVCAR-5. Synergy scores: CSS=37.4, Synergy_ZIP=-0.810, Synergy_Bliss=7.64, Synergy_Loewe=0.0814, Synergy_HSA=7.96. (3) Drug 1: CN1CCC(CC1)COC2=C(C=C3C(=C2)N=CN=C3NC4=C(C=C(C=C4)Br)F)OC. Drug 2: CC1=C(N=C(N=C1N)C(CC(=O)N)NCC(C(=O)N)N)C(=O)NC(C(C2=CN=CN2)OC3C(C(C(C(O3)CO)O)O)OC4C(C(C(C(O4)CO)O)OC(=O)N)O)C(=O)NC(C)C(C(C)C(=O)NC(C(C)O)C(=O)NCCC5=NC(=CS5)C6=NC(=CS6)C(=O)NCCC[S+](C)C)O. Cell line: SNB-19. Synergy scores: CSS=6.55, Synergy_ZIP=-3.36, Synergy_Bliss=0.223, Synergy_Loewe=-0.588, Synergy_HSA=0.967. (4) Drug 1: C1=C(C(=O)NC(=O)N1)F. Drug 2: CC1=CC=C(C=C1)C2=CC(=NN2C3=CC=C(C=C3)S(=O)(=O)N)C(F)(F)F. Cell line: OVCAR3. Synergy scores: CSS=56.0, Synergy_ZIP=-4.27, Synergy_Bliss=-8.80, Synergy_Loewe=-12.1, Synergy_HSA=-7.46. (5) Drug 1: CCC1(CC2CC(C3=C(CCN(C2)C1)C4=CC=CC=C4N3)(C5=C(C=C6C(=C5)C78CCN9C7C(C=CC9)(C(C(C8N6C)(C(=O)OC)O)OC(=O)C)CC)OC)C(=O)OC)O.OS(=O)(=O)O. Drug 2: C1=NC2=C(N=C(N=C2N1C3C(C(C(O3)CO)O)F)Cl)N. Cell line: NCI-H226. Synergy scores: CSS=-0.356, Synergy_ZIP=-0.0320, Synergy_Bliss=-0.255, Synergy_Loewe=-0.794, Synergy_HSA=-0.656.